From a dataset of Catalyst prediction with 721,799 reactions and 888 catalyst types from USPTO. Predict which catalyst facilitates the given reaction. (1) Reactant: Br[C:2]1[CH:7]=[CH:6][N:5]=[CH:4][CH:3]=1.C([Mg]Cl)(C)C.[F:13][C:14]1[CH:19]=[CH:18][C:17]([C:20]([C:22]2[CH:27]=[CH:26][C:25]([F:28])=[CH:24][CH:23]=2)=[O:21])=[CH:16][CH:15]=1. Product: [F:13][C:14]1[CH:19]=[CH:18][C:17]([C:20]([C:22]2[CH:27]=[CH:26][C:25]([F:28])=[CH:24][CH:23]=2)([C:2]2[CH:7]=[CH:6][N:5]=[CH:4][CH:3]=2)[OH:21])=[CH:16][CH:15]=1. The catalyst class is: 7. (2) Reactant: C[O:2][C:3]([C:5]1[C:6]([C:11]2[CH:16]=[CH:15][CH:14]=[CH:13][C:12]=2[F:17])=[N:7][O:8][C:9]=1[NH2:10])=[O:4].[OH-].[Na+]. Product: [NH2:10][C:9]1[O:8][N:7]=[C:6]([C:11]2[CH:16]=[CH:15][CH:14]=[CH:13][C:12]=2[F:17])[C:5]=1[C:3]([OH:4])=[O:2]. The catalyst class is: 5. (3) Reactant: [NH2:1][C:2]1C=CC=CN=1.C([N:10]([CH2:13][CH3:14])[CH2:11][CH3:12])C.[F:15][C:16]1[CH:17]=[N:18][C:19]([O:25][C:26]2[CH:31]=[CH:30][CH:29]=[C:28]([S:32][CH3:33])[CH:27]=2)=[C:20]([CH:24]=1)[C:21](O)=[O:22].Cl.CN(C)CCCN=C=NCC.ON1C2C=CC=CC=2N=N1. Product: [F:15][C:16]1[CH:17]=[N:18][C:19]([O:25][C:26]2[CH:31]=[CH:30][CH:29]=[C:28]([S:32][CH3:33])[CH:27]=2)=[C:20]([CH:24]=1)[C:21]([NH:1][C:2]1[CH:12]=[CH:11][N:10]=[CH:13][CH:14]=1)=[O:22]. The catalyst class is: 9. (4) Reactant: Br[C:2]1[S:10][C:9]2[CH2:8][CH2:7][O:6][CH:5]([CH2:11][NH:12][C:13](=[O:19])[O:14][C:15]([CH3:18])([CH3:17])[CH3:16])[C:4]=2[CH:3]=1.[N:20]1[CH:25]=[CH:24][CH:23]=[C:22](B(O)O)[CH:21]=1.C1C=CC(P(C2C=CC=CC=2)C2C=CC=CC=2)=CC=1. Product: [N:20]1[CH:25]=[CH:24][CH:23]=[C:22]([C:2]2[S:10][C:9]3[CH2:8][CH2:7][O:6][CH:5]([CH2:11][NH:12][C:13](=[O:19])[O:14][C:15]([CH3:18])([CH3:17])[CH3:16])[C:4]=3[CH:3]=2)[CH:21]=1. The catalyst class is: 231. (5) Reactant: Br[C:2]1[CH:7]=[CH:6][C:5]([F:8])=[CH:4][C:3]=1[N+:9]([O-:11])=[O:10].C(=O)([O-])[O-].[K+].[K+].[CH3:18][O:19][C:20]1[CH:25]=[CH:24][C:23](B(O)O)=[CH:22][CH:21]=1.OO. Product: [F:8][C:5]1[CH:6]=[CH:7][C:2]([C:23]2[CH:24]=[CH:25][C:20]([O:19][CH3:18])=[CH:21][CH:22]=2)=[C:3]([N+:9]([O-:11])=[O:10])[CH:4]=1. The catalyst class is: 234. (6) Reactant: [CH2:1]([O:5][C:6]1[CH:10]=[C:9]([C:11]([O:13]C)=[O:12])[N:8]([CH2:15][C:16]2[CH:21]=[CH:20][C:19]([C:22]([F:25])([F:24])[F:23])=[CH:18][C:17]=2[Cl:26])[N:7]=1)[CH2:2][CH2:3][CH3:4].[OH-].[Na+].O1CCCC1. Product: [CH2:1]([O:5][C:6]1[CH:10]=[C:9]([C:11]([OH:13])=[O:12])[N:8]([CH2:15][C:16]2[CH:21]=[CH:20][C:19]([C:22]([F:25])([F:24])[F:23])=[CH:18][C:17]=2[Cl:26])[N:7]=1)[CH2:2][CH2:3][CH3:4]. The catalyst class is: 8. (7) Reactant: [Cl:1][C:2]1[C:3]([CH2:8][NH:9][C:10]([N:12]2[CH2:17][CH2:16][N:15]([CH3:18])[CH2:14][CH2:13]2)=O)=[N:4][CH:5]=[CH:6][N:7]=1.P(Cl)(Cl)(Cl)=O. Product: [Cl:1][C:2]1[C:3]2[N:4]([C:10]([N:12]3[CH2:17][CH2:16][N:15]([CH3:18])[CH2:14][CH2:13]3)=[N:9][CH:8]=2)[CH:5]=[CH:6][N:7]=1. The catalyst class is: 10. (8) The catalyst class is: 25. Product: [N+:9]([C:5]1[CH:4]=[N:3][C:2]2[NH:1][CH:25]([CH2:26][OH:27])[CH2:24][O:8][C:7]=2[CH:6]=1)([O-:11])=[O:10]. Reactant: [NH2:1][C:2]1[C:7]([OH:8])=[CH:6][C:5]([N+:9]([O-:11])=[O:10])=[CH:4][N:3]=1.CN(C)C=O.C(=O)([O-])[O-].[K+].[K+].Br[CH2:24][CH:25]1[O:27][CH2:26]1.